Dataset: Catalyst prediction with 721,799 reactions and 888 catalyst types from USPTO. Task: Predict which catalyst facilitates the given reaction. Reactant: [CH3:1][C:2]1[CH:7]=[C:6]([C:8]2[CH:9]=[C:10]([CH:17]=[C:18]([N+:20]([O-])=O)[CH:19]=2)[O:11][CH2:12][C:13]([O:15][CH3:16])=[O:14])[CH:5]=[CH:4][N:3]=1.[NH4+].[OH-].CO. Product: [NH2:20][C:18]1[CH:17]=[C:10]([CH:9]=[C:8]([C:6]2[CH:5]=[CH:4][N:3]=[C:2]([CH3:1])[CH:7]=2)[CH:19]=1)[O:11][CH2:12][C:13]([O:15][CH3:16])=[O:14]. The catalyst class is: 25.